From a dataset of Reaction yield outcomes from USPTO patents with 853,638 reactions. Predict the reaction yield, written as a fraction of the theoretical maximum amount of product (1.0 means a 100% yield; for example, 0.34 means a 34% yield). (1) The reactants are [Cl:1][C:2]1[CH:7]=[CH:6][N:5]=[C:4]([NH2:8])[C:3]=1[I:9].[N+:10]([O-])([O-:12])=[O:11].[K+].[OH-].[NH4+]. The catalyst is OS(O)(=O)=O. The product is [Cl:1][C:2]1[C:7]([N+:10]([O-:12])=[O:11])=[CH:6][N:5]=[C:4]([NH2:8])[C:3]=1[I:9]. The yield is 0.290. (2) The reactants are [SiH3][O-].[K+].C[O:5][C:6](=[O:25])[C:7]([CH2:23][CH3:24])([C:10]1[CH:15]=[CH:14][C:13]([C:16]2[CH:21]=[CH:20][CH:19]=[CH:18][CH:17]=2)=[C:12]([F:22])[CH:11]=1)[CH2:8][CH3:9]. The catalyst is C1COCC1. The product is [CH2:8]([C:7]([C:10]1[CH:15]=[CH:14][C:13]([C:16]2[CH:21]=[CH:20][CH:19]=[CH:18][CH:17]=2)=[C:12]([F:22])[CH:11]=1)([CH2:23][CH3:24])[C:6]([OH:25])=[O:5])[CH3:9]. The yield is 0.800.